From a dataset of Peptide-MHC class I binding affinity with 185,985 pairs from IEDB/IMGT. Regression. Given a peptide amino acid sequence and an MHC pseudo amino acid sequence, predict their binding affinity value. This is MHC class I binding data. (1) The MHC is HLA-A02:06 with pseudo-sequence HLA-A02:06. The peptide sequence is SRQRQAIPY. The binding affinity (normalized) is 0.0847. (2) The peptide sequence is DAMIHKTYI. The MHC is HLA-A02:06 with pseudo-sequence HLA-A02:06. The binding affinity (normalized) is 0.153. (3) The peptide sequence is TPETLGHEI. The MHC is HLA-A02:02 with pseudo-sequence HLA-A02:02. The binding affinity (normalized) is 0. (4) The peptide sequence is KPKPAVRFAI. The MHC is HLA-B35:01 with pseudo-sequence HLA-B35:01. The binding affinity (normalized) is 0.0934. (5) The peptide sequence is ALKLSWFKK. The MHC is HLA-A30:01 with pseudo-sequence HLA-A30:01. The binding affinity (normalized) is 0.371.